Dataset: Forward reaction prediction with 1.9M reactions from USPTO patents (1976-2016). Task: Predict the product of the given reaction. Given the reactants COC1C=C(C=CC=1C[N:25]([C:36]1[CH:37]=[C:38]2[C:43](=[CH:44][CH:45]=1)[C:42]([CH2:46][C:47]1[CH:48]=[N:49][CH:50]=[CH:51][CH:52]=1)=[N:41][NH:40][C:39]2=[O:53])[C:26]([NH:28][C:29]1[CH:34]=[CH:33][C:32]([CH3:35])=[CH:31][CH:30]=1)=[O:27])OCCCC(NCC1C=CC(C)=CC=1)=O.C(O)(C(F)(F)F)=O, predict the reaction product. The product is: [O:53]=[C:39]1[C:38]2[C:43](=[CH:44][CH:45]=[C:36]([NH:25][C:26]([NH:28][C:29]3[CH:30]=[CH:31][C:32]([CH3:35])=[CH:33][CH:34]=3)=[O:27])[CH:37]=2)[C:42]([CH2:46][C:47]2[CH:48]=[N:49][CH:50]=[CH:51][CH:52]=2)=[N:41][NH:40]1.